Dataset: Reaction yield outcomes from USPTO patents with 853,638 reactions. Task: Predict the reaction yield, written as a fraction of the theoretical maximum amount of product (1.0 means a 100% yield; for example, 0.34 means a 34% yield). (1) The reactants are [Cl:1][C:2]1[CH:3]=[C:4]2[C:8](=[CH:9][CH:10]=1)[NH:7][CH:6]=[C:5]2[CH2:11][NH:12][C:13](=[O:22])[C:14]1[CH:19]=[CH:18][C:17]([CH2:20]Cl)=[CH:16][CH:15]=1.[F:23][C:24]1[CH:25]=[C:26](B(O)O)[CH:27]=[CH:28][CH:29]=1.C(=O)([O-])[O-].[Na+].[Na+].[I-].[Na+]. The catalyst is C(COC)OC.O.C1C=CC([P]([Pd]([P](C2C=CC=CC=2)(C2C=CC=CC=2)C2C=CC=CC=2)([P](C2C=CC=CC=2)(C2C=CC=CC=2)C2C=CC=CC=2)[P](C2C=CC=CC=2)(C2C=CC=CC=2)C2C=CC=CC=2)(C2C=CC=CC=2)C2C=CC=CC=2)=CC=1. The product is [Cl:1][C:2]1[CH:3]=[C:4]2[C:8](=[CH:9][CH:10]=1)[NH:7][CH:6]=[C:5]2[CH2:11][NH:12][C:13](=[O:22])[C:14]1[CH:19]=[CH:18][C:17]([CH2:20][C:28]2[CH:27]=[CH:26][CH:25]=[C:24]([F:23])[CH:29]=2)=[CH:16][CH:15]=1. The yield is 0.140. (2) The reactants are [CH3:1][O:2][C:3]1[CH:8]=[CH:7][C:6]([Mg]Br)=[CH:5][CH:4]=1.[Br:11][C:12]1[CH:13]=[C:14]([C:18]([C:26]2[CH:31]=[CH:30][CH:29]=[C:28]([F:32])[C:27]=2[C:33]#[N:34])=[N:19]S(C(C)(C)C)=O)[CH:15]=[CH:16][CH:17]=1.Cl. The catalyst is C1COCC1. The product is [Br:11][C:12]1[CH:13]=[C:14]([C:18]2([C:6]3[CH:7]=[CH:8][C:3]([O:2][CH3:1])=[CH:4][CH:5]=3)[C:26]3[C:27](=[C:28]([F:32])[CH:29]=[CH:30][CH:31]=3)[C:33]([NH2:34])=[N:19]2)[CH:15]=[CH:16][CH:17]=1. The yield is 0.950. (3) The reactants are C([N:8]1[CH2:13][CH2:12][CH:11]([O:14][CH:15]([C:24]2[CH:29]=[CH:28][C:27]([Cl:30])=[CH:26][CH:25]=2)[C:16]2[CH:21]=[CH:20][C:19]([Cl:22])=[CH:18][C:17]=2[Cl:23])[CH2:10][CH2:9]1)C1C=CC=CC=1.ClC(OC(Cl)C)=O. The catalyst is ClCCCl. The product is [Cl:23][C:17]1[CH:18]=[C:19]([Cl:22])[CH:20]=[CH:21][C:16]=1[CH:15]([O:14][CH:11]1[CH2:10][CH2:9][NH:8][CH2:13][CH2:12]1)[C:24]1[CH:29]=[CH:28][C:27]([Cl:30])=[CH:26][CH:25]=1. The yield is 0.590.